Dataset: Forward reaction prediction with 1.9M reactions from USPTO patents (1976-2016). Task: Predict the product of the given reaction. (1) Given the reactants Cl[CH:2]([O:4][C:5](=[O:31])[N:6]([C:15]1[CH:20]=[CH:19][C:18]([C:21](=[O:29])[C:22]2[CH:27]=[CH:26][CH:25]=[CH:24][C:23]=2[CH3:28])=[C:17]([Cl:30])[CH:16]=1)[C:7]1[CH:12]=[CH:11][C:10]([F:13])=[CH:9][C:8]=1[CH3:14])[CH3:3].[CH3:32][C:33]([CH3:38])([CH3:37])[C:34]([O-:36])=[O:35].C([N+](CCCC)(CCCC)CCCC)CCC, predict the reaction product. The product is: [Cl:30][C:17]1[CH:16]=[C:15]([N:6]([C:7]2[CH:12]=[CH:11][C:10]([F:13])=[CH:9][C:8]=2[CH3:14])[C:5]([O:4][CH:2]([O:36][C:34](=[O:35])[C:33]([CH3:38])([CH3:37])[CH3:32])[CH3:3])=[O:31])[CH:20]=[CH:19][C:18]=1[C:21](=[O:29])[C:22]1[CH:27]=[CH:26][CH:25]=[CH:24][C:23]=1[CH3:28]. (2) Given the reactants [NH2:1][C:2]1[CH:16]=[CH:15][C:5]([CH2:6][P:7](=[O:14])([O:11][CH2:12][CH3:13])[O:8][CH2:9][CH3:10])=[CH:4][CH:3]=1.C(N(CC)CC)C.[C:24](Cl)(=[O:28])[C:25]([CH3:27])=[CH2:26], predict the reaction product. The product is: [C:24]([NH:1][C:2]1[CH:3]=[CH:4][C:5]([CH2:6][P:7](=[O:14])([O:8][CH2:9][CH3:10])[O:11][CH2:12][CH3:13])=[CH:15][CH:16]=1)(=[O:28])[C:25]([CH3:27])=[CH2:26]. (3) Given the reactants [OH:1][CH2:2][CH:3]1[NH:8][CH2:7][CH2:6][N:5]([C:9]([O:11][C:12]([CH3:15])([CH3:14])[CH3:13])=[O:10])[CH2:4]1.[F:16][C:17]([F:28])([F:27])[C:18]1[CH:19]=[C:20]([N:24]=[C:25]=[O:26])[CH:21]=[CH:22][CH:23]=1, predict the reaction product. The product is: [OH:1][CH2:2][CH:3]1[N:8]([C:25](=[O:26])[NH:24][C:20]2[CH:21]=[CH:22][CH:23]=[C:18]([C:17]([F:16])([F:28])[F:27])[CH:19]=2)[CH2:7][CH2:6][N:5]([C:9]([O:11][C:12]([CH3:15])([CH3:14])[CH3:13])=[O:10])[CH2:4]1. (4) The product is: [Cl:30][C:26]1[C:23]2=[N:24][CH:25]=[C:20]([O:34][CH2:33][C:32]([F:36])([F:31])[CH3:35])[N:21]=[C:22]2[CH:29]=[CH:28][N:27]=1. Given the reactants ClC1C2=NC=C(OCC3OC=CN=3)N=C2C=CN=1.Cl[C:20]1[N:21]=[C:22]2[CH:29]=[CH:28][N:27]=[C:26]([Cl:30])[C:23]2=[N:24][CH:25]=1.[F:31][C:32]([F:36])([CH3:35])[CH2:33][OH:34], predict the reaction product. (5) Given the reactants [C:1]([C:4]1[N:5]([CH3:34])[CH:6]=[C:7]([C:9]2[CH:14]=[CH:13][C:12]([CH2:15][C@H:16]([NH:20][C:21](=[O:33])[C:22]3[CH:27]=[CH:26][C:25]([O:28][CH:29]([CH3:31])[CH3:30])=[C:24]([Cl:32])[CH:23]=3)[CH2:17][CH2:18][OH:19])=[CH:11][CH:10]=2)[N:8]=1)(=[O:3])[CH3:2].[CH2:35](O)[CH2:36][OH:37].O.C1(C)C=CC(S(O)(=O)=O)=CC=1, predict the reaction product. The product is: [Cl:32][C:24]1[CH:23]=[C:22]([CH:27]=[CH:26][C:25]=1[O:28][CH:29]([CH3:30])[CH3:31])[C:21]([NH:20][C@H:16]([CH2:17][CH2:18][OH:19])[CH2:15][C:12]1[CH:13]=[CH:14][C:9]([C:7]2[N:8]=[C:4]([C:1]3([CH3:2])[O:37][CH2:36][CH2:35][O:3]3)[N:5]([CH3:34])[CH:6]=2)=[CH:10][CH:11]=1)=[O:33]. (6) Given the reactants [NH2:1][C:2]1[CH:3]=[CH:4][CH:5]=[C:6]2[C:10]=1[C:9](=[O:11])[N:8]([CH:12]([C:18]1[CH:23]=[CH:22][C:21]([O:24][CH3:25])=[C:20]([O:26][CH2:27][CH3:28])[CH:19]=1)[CH2:13][S:14]([CH3:17])(=[O:16])=[O:15])[CH2:7]2.[CH3:29][NH:30][CH3:31].[O:32]1CC[CH2:34][CH2:33]1.[ClH:37], predict the reaction product. The product is: [ClH:37].[CH3:29][N:30]([CH3:31])[CH2:34][C:33]([NH:1][C:2]1[CH:3]=[CH:4][CH:5]=[C:6]2[C:10]=1[C:9](=[O:11])[N:8]([CH:12]([C:18]1[CH:23]=[CH:22][C:21]([O:24][CH3:25])=[C:20]([O:26][CH2:27][CH3:28])[CH:19]=1)[CH2:13][S:14]([CH3:17])(=[O:15])=[O:16])[CH2:7]2)=[O:32]. (7) Given the reactants [CH2:1]([O:8][C:9]1[CH:10]=[C:11]([CH:14]=[CH:15][C:16]=1[O:17][CH3:18])[CH:12]=O)[C:2]1[CH:7]=[CH:6][CH:5]=[CH:4][CH:3]=1.C([O-])(=O)C.[NH4+].[N+:24]([CH3:27])([O-:26])=[O:25], predict the reaction product. The product is: [CH2:1]([O:8][C:9]1[CH:10]=[C:11](/[CH:12]=[CH:27]/[N+:24]([O-:26])=[O:25])[CH:14]=[CH:15][C:16]=1[O:17][CH3:18])[C:2]1[CH:7]=[CH:6][CH:5]=[CH:4][CH:3]=1. (8) The product is: [CH3:19][CH:7]1[CH2:6][C:5]2[C:10](=[CH:11][C:2]([C:24]3[CH:23]=[N:22][N:21]([CH3:20])[CH:25]=3)=[CH:3][CH:4]=2)[CH2:9][N:8]1[C:12]([O:14][C:15]([CH3:18])([CH3:17])[CH3:16])=[O:13]. Given the reactants Br[C:2]1[CH:11]=[C:10]2[C:5]([CH2:6][CH:7]([CH3:19])[N:8]([C:12]([O:14][C:15]([CH3:18])([CH3:17])[CH3:16])=[O:13])[CH2:9]2)=[CH:4][CH:3]=1.[CH3:20][N:21]1[CH:25]=[C:24](B2OC(C)(C)C(C)(C)O2)[CH:23]=[N:22]1.C(=O)([O-])[O-].[K+].[K+].ClCCl, predict the reaction product.